From a dataset of Forward reaction prediction with 1.9M reactions from USPTO patents (1976-2016). Predict the product of the given reaction. (1) Given the reactants [H-].[Na+].[S:3]([N:13]1[C:17]2=[N:18][CH:19]=[C:20]([NH:22][C:23](=[O:29])[O:24][C:25]([CH3:28])([CH3:27])[CH3:26])[N:21]=[C:16]2[CH:15]=[CH:14]1)([C:6]1[CH:12]=[CH:11][C:9]([CH3:10])=[CH:8][CH:7]=1)(=[O:5])=[O:4].Br[CH2:31][C:32]([CH:34]1[CH2:38][CH:37]([N:39]([CH2:47][C:48]2[CH:53]=[CH:52][CH:51]=[CH:50][CH:49]=2)[CH2:40][C:41]2[CH:46]=[CH:45][CH:44]=[CH:43][CH:42]=2)[CH2:36][CH:35]1[CH3:54])=[O:33], predict the reaction product. The product is: [CH2:47]([N:39]([CH2:40][C:41]1[CH:42]=[CH:43][CH:44]=[CH:45][CH:46]=1)[CH:37]1[CH2:38][CH:34]([C:32](=[O:33])[CH2:31][N:22]([C:20]2[N:21]=[C:16]3[CH:15]=[CH:14][N:13]([S:3]([C:6]4[CH:7]=[CH:8][C:9]([CH3:10])=[CH:11][CH:12]=4)(=[O:5])=[O:4])[C:17]3=[N:18][CH:19]=2)[C:23](=[O:29])[O:24][C:25]([CH3:26])([CH3:28])[CH3:27])[CH:35]([CH3:54])[CH2:36]1)[C:48]1[CH:49]=[CH:50][CH:51]=[CH:52][CH:53]=1. (2) Given the reactants [CH3:1][C:2]1[O:6][C:5]([C:7]2[CH:12]=[CH:11][CH:10]=[CH:9][CH:8]=2)=[N:4][C:3]=1[CH2:13][CH2:14][C:15]1[CH:20]=[CH:19][C:18]([CH2:21][OH:22])=[CH:17][CH:16]=1.[CH3:23][O:24][C:25](=[O:34])[CH2:26][C:27]1[CH:32]=[CH:31][CH:30]=[CH:29][C:28]=1O.C1(P(C2C=CC=CC=2)C2C=CC=CC=2)C=CC=CC=1.N(C(OCC)=O)=NC(OCC)=O, predict the reaction product. The product is: [CH3:1][C:2]1[O:6][C:5]([C:7]2[CH:8]=[CH:9][CH:10]=[CH:11][CH:12]=2)=[N:4][C:3]=1[CH2:13][CH2:14][C:15]1[CH:16]=[CH:17][C:18]([CH2:21][O:22][C:28]2[CH:29]=[CH:30][CH:31]=[CH:32][C:27]=2[CH2:26][C:25]([O:24][CH3:23])=[O:34])=[CH:19][CH:20]=1.